Dataset: Catalyst prediction with 721,799 reactions and 888 catalyst types from USPTO. Task: Predict which catalyst facilitates the given reaction. (1) Reactant: [Cl:1][C:2]1[CH:3]=[C:4]([C:8]2[C:17]3[C:12](=[CH:13][CH:14]=[C:15]([C:18]([C:20]4[CH:24]=[CH:23][O:22][CH:21]=4)=[O:19])[CH:16]=3)[N:11]=[C:10]([O:25]C)[CH:9]=2)[CH:5]=[CH:6][CH:7]=1.Cl.[NH4+].[OH-]. Product: [Cl:1][C:2]1[CH:3]=[C:4]([C:8]2[C:17]3[C:12](=[CH:13][CH:14]=[C:15]([C:18]([C:20]4[CH:24]=[CH:23][O:22][CH:21]=4)=[O:19])[CH:16]=3)[NH:11][C:10](=[O:25])[CH:9]=2)[CH:5]=[CH:6][CH:7]=1. The catalyst class is: 1. (2) The catalyst class is: 23. Reactant: C([O:3][C:4]([C:6]1[N:7]([C:27]2[CH:32]=[CH:31][C:30]([O:33][CH:34]([CH3:36])[CH3:35])=[CH:29][CH:28]=2)[C:8]2[C:13]([CH:14]=1)=[CH:12][CH:11]=[C:10]([O:15][C:16]1[CH:21]=[CH:20][C:19]([O:22][C:23]([F:26])([F:25])[F:24])=[CH:18][CH:17]=1)[CH:9]=2)=[O:5])C.[OH-].[Na+].Cl. Product: [CH:34]([O:33][C:30]1[CH:31]=[CH:32][C:27]([N:7]2[C:8]3[C:13](=[CH:12][CH:11]=[C:10]([O:15][C:16]4[CH:21]=[CH:20][C:19]([O:22][C:23]([F:24])([F:25])[F:26])=[CH:18][CH:17]=4)[CH:9]=3)[CH:14]=[C:6]2[C:4]([OH:5])=[O:3])=[CH:28][CH:29]=1)([CH3:36])[CH3:35]. (3) Reactant: CC([O-])(C)C.[K+].CN(C=O)C.[NH2:12][C:13]1[N:14]=[C:15]([C:28]2[CH:33]=[CH:32][CH:31]=[CH:30][CH:29]=2)[C:16]2[C:25](=[O:26])[C:24]3[C:19](=[C:20]([OH:27])[CH:21]=[CH:22][CH:23]=3)[C:17]=2[N:18]=1.C1(N([S:41]([C:44]([F:47])([F:46])[F:45])(=[O:43])=[O:42])[S:41]([C:44]([F:47])([F:46])[F:45])(=[O:43])=[O:42])C=CC=CC=1. Product: [NH2:12][C:13]1[N:14]=[C:15]([C:28]2[CH:29]=[CH:30][CH:31]=[CH:32][CH:33]=2)[C:16]2[C:25](=[O:26])[C:24]3[C:19](=[C:20]([O:27][S:41]([C:44]([F:47])([F:46])[F:45])(=[O:43])=[O:42])[CH:21]=[CH:22][CH:23]=3)[C:17]=2[N:18]=1. The catalyst class is: 6. (4) Reactant: [CH:1]1([C:7]2[CH:12]=[CH:11][C:10]([NH:13][C:14]3[CH:22]=[CH:21][CH:20]=[C:16]([C:17](O)=[O:18])[C:15]=3[C:23](O)=[O:24])=[CH:9][CH:8]=2)[CH2:6][CH2:5][CH2:4][CH2:3][CH2:2]1.Cl.[NH2:27][CH:28]1[CH2:34][CH2:33][C:32](=[O:35])[NH:31][C:29]1=[O:30]. Product: [CH:1]1([C:7]2[CH:8]=[CH:9][C:10]([NH:13][C:14]3[CH:22]=[CH:21][CH:20]=[C:16]4[C:15]=3[C:23](=[O:24])[N:27]([CH:28]3[CH2:34][CH2:33][C:32](=[O:35])[NH:31][C:29]3=[O:30])[C:17]4=[O:18])=[CH:11][CH:12]=2)[CH2:2][CH2:3][CH2:4][CH2:5][CH2:6]1. The catalyst class is: 17. (5) Reactant: [F:1][C:2]1[C:7]([F:8])=[CH:6][CH:5]=[CH:4][C:3]=1[CH2:9][OH:10].N1C=CN=C1.[C:16]([Si:20]([CH3:23])([CH3:22])Cl)([CH3:19])([CH3:18])[CH3:17]. Product: [C:16]([Si:20]([O:10][CH2:9][C:3]1[CH:4]=[CH:5][CH:6]=[C:7]([F:8])[C:2]=1[F:1])([CH3:23])[CH3:22])([CH3:19])([CH3:18])[CH3:17]. The catalyst class is: 3. (6) Reactant: [Br:1][C:2]1[CH:15]=[CH:14][C:5]([C:6]([C:8]2[CH:13]=[CH:12][CH:11]=[CH:10][CH:9]=2)=O)=[CH:4][CH:3]=1.C(OP([CH2:24][C:25]1[CH:30]=[CH:29][C:28]([CH2:31]P(OCC)(OCC)=O)=[CH:27][C:26]=1[SiH2:40][C:41]([CH3:50])([CH3:49])[CH2:42][CH2:43][CH2:44][CH2:45][CH2:46][CH2:47][CH3:48])(OCC)=O)C.[C:51](O[K])([CH3:54])([CH3:53])[CH3:52].S(=O)(=O)(O)O. Product: [Br:1][C:2]1[CH:15]=[CH:14][C:5]([C:6]([C:8]2[CH:13]=[CH:12][CH:11]=[CH:10][CH:9]=2)=[CH:24][C:25]2[CH:30]=[CH:29][C:28]([CH:31]=[C:52]([C:8]3[CH:13]=[CH:12][CH:11]=[CH:10][CH:9]=3)[C:51]3[CH:54]=[CH:15][C:2]([Br:1])=[CH:3][CH:53]=3)=[CH:27][C:26]=2[SiH2:40][C:41]([CH3:49])([CH3:50])[CH2:42][CH2:43][CH2:44][CH2:45][CH2:46][CH2:47][CH3:48])=[CH:4][CH:3]=1. The catalyst class is: 355.